From a dataset of Forward reaction prediction with 1.9M reactions from USPTO patents (1976-2016). Predict the product of the given reaction. (1) The product is: [C:1]([CH2:20][CH2:21][O:22][CH2:31][CH2:32][CH2:33][CH2:34][CH3:35])([C:4]([C:7]([C:10]([C:13]([C:16]([F:17])([F:18])[F:19])([F:14])[F:15])([F:12])[F:11])([F:9])[F:8])([F:6])[F:5])([F:3])[F:2]. Given the reactants [C:1]([CH2:20][CH2:21][OH:22])([C:4]([C:7]([C:10]([C:13]([C:16]([F:19])([F:18])[F:17])([F:15])[F:14])([F:12])[F:11])([F:9])[F:8])([F:6])[F:5])([F:3])[F:2].O1CCCC1.[OH-].[Na+].Br[CH2:31][CH2:32][CH2:33][CH2:34][CH3:35], predict the reaction product. (2) Given the reactants O.[NH2:2]N.C[N:5](/[CH:7]=[N:8]/[C:9]([C:11]1[C:19]2[N:18]=[C:17]([CH3:20])[N:16]([CH2:21][C:22]3[C:31]4[C:26](=[CH:27][CH:28]=[CH:29][CH:30]=4)[CH:25]=[CH:24][CH:23]=3)[C:15]=2[CH:14]=[C:13]([N:32]2[CH2:37][CH2:36][O:35][CH2:34][CH2:33]2)[CH:12]=1)=O)C.C([O-])([O-])=O.[Na+].[Na+], predict the reaction product. The product is: [CH3:20][C:17]1[N:16]([CH2:21][C:22]2[C:31]3[C:26](=[CH:27][CH:28]=[CH:29][CH:30]=3)[CH:25]=[CH:24][CH:23]=2)[C:15]2[CH:14]=[C:13]([N:32]3[CH2:33][CH2:34][O:35][CH2:36][CH2:37]3)[CH:12]=[C:11]([C:9]3[N:8]=[CH:7][NH:5][N:2]=3)[C:19]=2[N:18]=1.